Dataset: Forward reaction prediction with 1.9M reactions from USPTO patents (1976-2016). Task: Predict the product of the given reaction. (1) The product is: [F:1][C:2]1[CH:7]=[CH:6][CH:5]=[CH:4][C:3]=1[NH:8][C:9](=[O:34])[NH:10][C:11]1[CH:16]=[CH:15][C:14]([C:17]2[CH:21]=[C:20]([C:22]([N:24]([C@@H:26]([CH:31]([CH3:32])[CH3:33])[C:27]([OH:29])=[O:28])[CH3:25])=[O:23])[O:19][N:18]=2)=[CH:13][CH:12]=1. Given the reactants [F:1][C:2]1[CH:7]=[CH:6][CH:5]=[CH:4][C:3]=1[NH:8][C:9](=[O:34])[NH:10][C:11]1[CH:16]=[CH:15][C:14]([C:17]2[CH:21]=[C:20]([C:22]([N:24]([C@@H:26]([CH:31]([CH3:33])[CH3:32])[C:27]([O:29]C)=[O:28])[CH3:25])=[O:23])[O:19][N:18]=2)=[CH:13][CH:12]=1.O.O.[OH-].[Li+].Cl, predict the reaction product. (2) Given the reactants [Cl:1][C:2]1[C:10]([O:11][CH2:12][CH2:13][CH2:14][O:15][Si:16]([C:19]([CH3:22])([CH3:21])[CH3:20])([CH3:18])[CH3:17])=[CH:9][C:8]([C:23]2[N:24]([C:34]([O:36][C:37]([CH3:40])([CH3:39])[CH3:38])=[O:35])[C:25]3[C:30]([CH:31]=2)=[CH:29][C:28]([CH:32]=O)=[CH:27][CH:26]=3)=[C:7]2[C:3]=1[CH2:4][NH:5][C:6]2=[O:41].[CH3:42][NH:43][CH3:44].C1COCC1.C(O)(=O)C.C(O[BH-](OC(=O)C)OC(=O)C)(=O)C.[Na+], predict the reaction product. The product is: [Cl:1][C:2]1[C:10]([O:11][CH2:12][CH2:13][CH2:14][O:15][Si:16]([C:19]([CH3:22])([CH3:21])[CH3:20])([CH3:17])[CH3:18])=[CH:9][C:8]([C:23]2[N:24]([C:34]([O:36][C:37]([CH3:39])([CH3:40])[CH3:38])=[O:35])[C:25]3[C:30]([CH:31]=2)=[CH:29][C:28]([CH2:32][N:43]([CH3:44])[CH3:42])=[CH:27][CH:26]=3)=[C:7]2[C:3]=1[CH2:4][NH:5][C:6]2=[O:41]. (3) The product is: [Cl:24][C:25]1[CH:26]=[C:27]([C:2]2[CH:3]=[N:4][N:5]3[C:10]([C:11]4[CH:12]=[C:13]([NH:17][C:18](=[O:23])[CH2:19][CH:20]([CH3:22])[CH3:21])[CH:14]=[CH:15][CH:16]=4)=[CH:9][CH:8]=[N:7][C:6]=23)[CH:28]=[CH:29][C:30]=1[Cl:31]. Given the reactants Br[C:2]1[CH:3]=[N:4][N:5]2[C:10]([C:11]3[CH:12]=[C:13]([NH:17][C:18](=[O:23])[CH2:19][CH:20]([CH3:22])[CH3:21])[CH:14]=[CH:15][CH:16]=3)=[CH:9][CH:8]=[N:7][C:6]=12.[Cl:24][C:25]1[CH:26]=[C:27](B(O)O)[CH:28]=[CH:29][C:30]=1[Cl:31], predict the reaction product.